From a dataset of Full USPTO retrosynthesis dataset with 1.9M reactions from patents (1976-2016). Predict the reactants needed to synthesize the given product. (1) Given the product [Br:3][C:4]1[N:9]=[C:8]([N:10]([CH3:26])[N:11]=[C:12]2[CH2:18][CH2:17][CH2:16][N:15]([C:19]([O:21][C:22]([CH3:25])([CH3:24])[CH3:23])=[O:20])[CH2:14][CH2:13]2)[CH:7]=[CH:6][CH:5]=1, predict the reactants needed to synthesize it. The reactants are: [H-].[Na+].[Br:3][C:4]1[N:9]=[C:8]([NH:10][N:11]=[C:12]2[CH2:18][CH2:17][CH2:16][N:15]([C:19]([O:21][C:22]([CH3:25])([CH3:24])[CH3:23])=[O:20])[CH2:14][CH2:13]2)[CH:7]=[CH:6][CH:5]=1.[CH3:26]I. (2) Given the product [OH:22][C:19]([C:16]1[CH:17]=[CH:18][C:13]([C:12]([NH:11][C:9]2[S:8][C:6]3[C:5]([N:10]=2)=[CH:4][CH:3]=[C:2]([C:29]2[C:25]([CH3:24])=[N:26][NH:27][CH:28]=2)[N:7]=3)=[O:23])=[CH:14][CH:15]=1)([CH3:21])[CH3:20], predict the reactants needed to synthesize it. The reactants are: Br[C:2]1[N:7]=[C:6]2[S:8][C:9]([NH:11][C:12](=[O:23])[C:13]3[CH:18]=[CH:17][C:16]([C:19]([OH:22])([CH3:21])[CH3:20])=[CH:15][CH:14]=3)=[N:10][C:5]2=[CH:4][CH:3]=1.[CH3:24][C:25]1[C:29](B2OC(C)(C)C(C)(C)O2)=[CH:28][NH:27][N:26]=1. (3) Given the product [CH2:26]([O:25][C:23]([N:11]1[CH2:12][CH2:13][CH:8]([NH:7][C:6]([O:5][C:1]([CH3:4])([CH3:2])[CH3:3])=[O:14])[CH2:9][CH2:10]1)=[O:24])[C:27]1[CH:32]=[CH:31][CH:30]=[CH:29][CH:28]=1, predict the reactants needed to synthesize it. The reactants are: [C:1]([O:5][C:6](=[O:14])[NH:7][CH:8]1[CH2:13][CH2:12][NH:11][CH2:10][CH2:9]1)([CH3:4])([CH3:3])[CH3:2].C(N(CC)CC)C.Cl[C:23]([O:25][CH2:26][C:27]1[CH:32]=[CH:31][CH:30]=[CH:29][CH:28]=1)=[O:24]. (4) Given the product [C:1]([C:5]1[O:9][N:8]=[C:7]([NH:10][C:11](=[O:28])[CH2:12][C:13]2[CH:14]=[CH:15][C:16]([C:30]3[CH:35]=[N:34][C:33]([NH:36][CH3:37])=[CH:32][CH:31]=3)=[CH:17][CH:18]=2)[CH:6]=1)([CH3:2])([CH3:3])[CH3:4], predict the reactants needed to synthesize it. The reactants are: [C:1]([C:5]1[O:9][N:8]=[C:7]([NH:10][C:11](=[O:28])[CH2:12][C:13]2[CH:18]=[CH:17][C:16](B3OC(C)(C)C(C)(C)O3)=[CH:15][CH:14]=2)[CH:6]=1)([CH3:4])([CH3:3])[CH3:2].Br[C:30]1[CH:31]=[CH:32][C:33]([NH:36][CH3:37])=[N:34][CH:35]=1.C(=O)([O-])[O-].[Na+].[Na+]. (5) Given the product [NH2:21][C:9]1[CH:8]=[C:7]2[C:12]([C:13]([C:14]3[CH:15]=[CH:16][C:17]([F:20])=[CH:18][CH:19]=3)=[C:4]([C:1](=[O:3])[CH3:2])[C:5]([CH3:30])([CH3:29])[O:6]2)=[CH:11][CH:10]=1, predict the reactants needed to synthesize it. The reactants are: [C:1]([C:4]1[C:5]([CH3:30])([CH3:29])[O:6][C:7]2[C:12]([C:13]=1[C:14]1[CH:19]=[CH:18][C:17]([F:20])=[CH:16][CH:15]=1)=[CH:11][CH:10]=[C:9]([NH:21]C(=O)OC(C)(C)C)[CH:8]=2)(=[O:3])[CH3:2].Cl.O1CCOCC1. (6) The reactants are: [C:1]([O:5][C:6]([NH:8][C:9]1[S:13][C:12]2[CH:14]=[CH:15][CH:16]=[CH:17][C:11]=2[C:10]=1[C:18]([OH:20])=[O:19])=[O:7])([CH3:4])([CH3:3])[CH3:2].O[NH:22][C:23]([CH:25]1[CH2:27][CH2:26]1)=[NH:24]. Given the product [NH2:24]/[C:23](=[N:22]\[O:19][C:18]([C:10]1[C:11]2[CH:17]=[CH:16][CH:15]=[CH:14][C:12]=2[S:13][C:9]=1[NH:8][C:6](=[O:7])[O:5][C:1]([CH3:4])([CH3:2])[CH3:3])=[O:20])/[CH:25]1[CH2:27][CH2:26]1, predict the reactants needed to synthesize it. (7) Given the product [Br:1][C:2]1[S:6][C:5]([CH2:7][N:9]2[CH2:14][CH2:13][CH2:12][CH2:11][CH2:10]2)=[CH:4][CH:3]=1, predict the reactants needed to synthesize it. The reactants are: [Br:1][C:2]1[S:6][C:5]([CH:7]=O)=[CH:4][CH:3]=1.[NH:9]1[CH2:14][CH2:13][CH2:12][CH2:11][CH2:10]1.C([Sn](Cl)(Cl)CCCC)CCC.C1([SiH3])C=CC=CC=1. (8) Given the product [CH:14]([S:11]([C:5]1[CH:6]=[C:7]([N+:8]([O-:10])=[O:9])[C:2]([NH:21][CH2:20][CH2:19][N:18]([CH3:22])[CH3:17])=[N:3][CH:4]=1)(=[O:13])=[O:12])([CH3:16])[CH3:15], predict the reactants needed to synthesize it. The reactants are: Cl[C:2]1[C:7]([N+:8]([O-:10])=[O:9])=[CH:6][C:5]([S:11]([CH:14]([CH3:16])[CH3:15])(=[O:13])=[O:12])=[CH:4][N:3]=1.[CH3:17][N:18]([CH3:22])[CH2:19][CH2:20][NH2:21].